This data is from Peptide-MHC class I binding affinity with 185,985 pairs from IEDB/IMGT. The task is: Regression. Given a peptide amino acid sequence and an MHC pseudo amino acid sequence, predict their binding affinity value. This is MHC class I binding data. (1) The peptide sequence is VRNVYVKF. The MHC is Mamu-B52 with pseudo-sequence Mamu-B52. The binding affinity (normalized) is 0.208. (2) The MHC is HLA-A68:01 with pseudo-sequence HLA-A68:01. The binding affinity (normalized) is 0. The peptide sequence is LPRPDTRHL. (3) The peptide sequence is RLRLIHLL. The binding affinity (normalized) is 0.480. The MHC is Mamu-B03 with pseudo-sequence Mamu-B03. (4) The peptide sequence is NLFEIEWEE. The MHC is HLA-B18:01 with pseudo-sequence HLA-B18:01. The binding affinity (normalized) is 0.0847.